This data is from Reaction yield outcomes from USPTO patents with 853,638 reactions. The task is: Predict the reaction yield, written as a fraction of the theoretical maximum amount of product (1.0 means a 100% yield; for example, 0.34 means a 34% yield). (1) The reactants are Cl.CCO.[CH2:5]([O:12][N:13]=[CH2:14])[C:6]1[CH:11]=[CH:10][CH:9]=[CH:8][CH:7]=1. The catalyst is CCO. The product is [CH2:5]([O:12][NH:13][CH3:14])[C:6]1[CH:11]=[CH:10][CH:9]=[CH:8][CH:7]=1. The yield is 0.440. (2) The reactants are [N:1]1[CH:6]=[CH:5][CH:4]=[C:3]([OH:7])[CH:2]=1.[H-].[Na+].Cl[CH2:11][O:12][CH3:13]. The catalyst is CN(C=O)C. The product is [CH3:11][O:12][CH2:13][O:7][C:3]1[CH:2]=[N:1][CH:6]=[CH:5][CH:4]=1. The yield is 0.270.